From a dataset of Forward reaction prediction with 1.9M reactions from USPTO patents (1976-2016). Predict the product of the given reaction. (1) Given the reactants [CH3:1][C:2]1[N:6]([CH2:7][C:8]2[CH:9]=[C:10]([N:14]3[CH2:19][CH2:18][NH:17][CH2:16][CH2:15]3)[CH:11]=[CH:12][CH:13]=2)[N:5]=[C:4]([C:20]2[O:24][N:23]=[C:22]([C:25]3[CH:30]=[CH:29][C:28]([O:31][C:32]([F:35])([F:34])[F:33])=[CH:27][CH:26]=3)[N:21]=2)[N:3]=1.[OH:36][CH2:37][C:38](O)=[O:39].CCN(C(C)C)C(C)C.CN(C(ON1N=NC2C=CC=NC1=2)=[N+](C)C)C.F[P-](F)(F)(F)(F)F, predict the reaction product. The product is: [OH:39][CH2:38][C:37]([N:17]1[CH2:16][CH2:15][N:14]([C:10]2[CH:11]=[CH:12][CH:13]=[C:8]([CH2:7][N:6]3[C:2]([CH3:1])=[N:3][C:4]([C:20]4[O:24][N:23]=[C:22]([C:25]5[CH:30]=[CH:29][C:28]([O:31][C:32]([F:33])([F:35])[F:34])=[CH:27][CH:26]=5)[N:21]=4)=[N:5]3)[CH:9]=2)[CH2:19][CH2:18]1)=[O:36]. (2) The product is: [CH2:37]([O:39][C:40]1[CH:41]=[CH:42][C:43]([S:46]([NH:24][CH2:25][C:26]2[CH:35]=[CH:34][C:29]([C:30]([O:32][CH3:33])=[O:31])=[C:28]([F:36])[CH:27]=2)(=[O:48])=[O:47])=[CH:44][CH:45]=1)[CH3:38]. Given the reactants ClC1C=CC(S(NCC2C=CC(C(OC)=O)=CC=2)(=O)=O)=CC=1.Cl.[NH2:24][CH2:25][C:26]1[CH:35]=[CH:34][C:29]([C:30]([O:32][CH3:33])=[O:31])=[C:28]([F:36])[CH:27]=1.[CH2:37]([O:39][C:40]1[CH:45]=[CH:44][C:43]([S:46](Cl)(=[O:48])=[O:47])=[CH:42][CH:41]=1)[CH3:38], predict the reaction product. (3) Given the reactants Cl.N[C:3]1[C:12]2[C:7](=[CH:8][CH:9]=[CH:10][CH:11]=2)[C:6]([OH:13])=[CH:5][CH:4]=1.C([N:16](CC)CC)C.[CH3:21][C:22]([O:25][C:26]([O:28]C(OC(C)(C)C)=O)=O)([CH3:24])[CH3:23].ClC(Cl)C.C, predict the reaction product. The product is: [C:26]([C:4]1[C:5]([NH2:16])=[C:6]([OH:13])[C:7]2[C:12]([CH:3]=1)=[CH:11][CH:10]=[CH:9][CH:8]=2)([O:25][C:22]([CH3:24])([CH3:23])[CH3:21])=[O:28]. (4) Given the reactants C([O:5][C:6](=[O:20])[CH2:7][S:8][C:9]1[NH:10][CH:11]=[C:12]([C:14]2[CH:15]=[N:16][CH:17]=[CH:18][CH:19]=2)[N:13]=1)(C)(C)C.[C:21]([OH:27])([C:23]([F:26])([F:25])[F:24])=[O:22], predict the reaction product. The product is: [F:24][C:23]([F:26])([F:25])[C:21]([OH:27])=[O:22].[N:16]1[CH:17]=[CH:18][CH:19]=[C:14]([C:12]2[N:13]=[C:9]([S:8][CH2:7][C:6]([OH:20])=[O:5])[NH:10][CH:11]=2)[CH:15]=1. (5) Given the reactants Cl.Cl.[NH2:3][CH2:4][C:5]([N:8]1[CH:12]=[C:11]([NH:13][C:14]2[N:19]=[C:18]([N:20]3[CH2:24][CH2:23][C@:22]([CH:27]4[CH2:29][CH2:28]4)([C:25]#[N:26])[C:21]3=[O:30])[CH:17]=[CH:16][N:15]=2)[CH:10]=[N:9]1)([CH3:7])[CH3:6].C(N(CC)CC)C.[CH3:38][O:39][CH2:40][C:41]([Cl:43])=[O:42].O, predict the reaction product. The product is: [ClH:43].[C:25]([C@@:22]1([CH:27]2[CH2:28][CH2:29]2)[CH2:23][CH2:24][N:20]([C:18]2[CH:17]=[CH:16][N:15]=[C:14]([NH:13][C:11]3[CH:10]=[N:9][N:8]([C:5]([CH3:7])([CH3:6])[CH2:4][NH:3][C:41](=[O:42])[CH2:40][O:39][CH3:38])[CH:12]=3)[N:19]=2)[C:21]1=[O:30])#[N:26].